Dataset: Full USPTO retrosynthesis dataset with 1.9M reactions from patents (1976-2016). Task: Predict the reactants needed to synthesize the given product. (1) Given the product [C:1]([O:5][C:6]([NH:8][CH2:9][C:10]1[CH:11]=[N:12][C:13]([C:17]#[N:18])=[CH:14][CH:15]=1)=[O:7])([CH3:4])([CH3:3])[CH3:2], predict the reactants needed to synthesize it. The reactants are: [C:1]([O:5][C:6]([NH:8][CH2:9][C:10]1[CH:11]=[N:12][C:13](Cl)=[CH:14][CH:15]=1)=[O:7])([CH3:4])([CH3:3])[CH3:2].[CH3:17][N:18](C=O)C. (2) Given the product [Br:15][C:16]1[C:17]([C:18]#[N:19])=[C:20]([N:12]2[CH2:11][CH2:10][CH:9]([C:3]3[CH:8]=[CH:7][CH:6]=[CH:5][CH:4]=3)[CH2:14][CH2:13]2)[CH:21]=[CH:22][N:23]=1, predict the reactants needed to synthesize it. The reactants are: [H-].[Na+].[C:3]1([CH:9]2[CH2:14][CH2:13][NH:12][CH2:11][CH2:10]2)[CH:8]=[CH:7][CH:6]=[CH:5][CH:4]=1.[Br:15][C:16]1[N:23]=[CH:22][CH:21]=[C:20](Br)[C:17]=1[C:18]#[N:19]. (3) Given the product [C:13]([CH2:12][CH2:11][S:9][C:3]1[CH:4]=[CH:5][C:6](/[CH:21]=[CH:22]/[C:23]([N:31]2[CH2:32][CH2:33][N:28]([C:25](=[O:27])[CH3:26])[CH2:29][CH2:30]2)=[O:24])=[CH:7][C:2]=1[Cl:1])([O:15][CH3:16])=[O:14], predict the reactants needed to synthesize it. The reactants are: [Cl:1][C:2]1[CH:7]=[C:6](Cl)[CH:5]=[CH:4][C:3]=1[SH:9].S[CH2:11][CH2:12][C:13]([O:15][CH3:16])=[O:14].NCCC[CH2:21][CH2:22][CH2:23][OH:24].[C:25]([N:28]1[CH2:33][CH2:32][NH:31][CH2:30][CH2:29]1)(=[O:27])[CH3:26]. (4) Given the product [Cl:1][C:2]1[CH:7]=[CH:6][C:5]([S:8][CH2:19][CH2:20][C:21]([O:23][CH2:24][CH3:25])=[O:22])=[C:4]([O:9][CH3:10])[CH:3]=1, predict the reactants needed to synthesize it. The reactants are: [Cl:1][C:2]1[CH:7]=[CH:6][C:5]([SH:8])=[C:4]([O:9][CH3:10])[CH:3]=1.C(N(CC)CC)C.Br[CH2:19][CH2:20][C:21]([O:23][CH2:24][CH3:25])=[O:22].O. (5) Given the product [CH3:20][S:13][C:9]1[CH2:10][CH2:11][CH2:12][C:6]2[CH:5]=[C:4]([O:3][C:2]([F:1])([F:16])[F:17])[CH:15]=[CH:14][C:7]=2[N:8]=1, predict the reactants needed to synthesize it. The reactants are: [F:1][C:2]([F:17])([F:16])[O:3][C:4]1[CH:15]=[CH:14][C:7]2[NH:8][C:9](=[S:13])[CH2:10][CH2:11][CH2:12][C:6]=2[CH:5]=1.[OH-].[K+].[CH3:20]C(C)=O. (6) Given the product [C:1]([C:5]1[CH:10]=[CH:9][CH:8]=[CH:7][C:6]=1[N:11]=[C:12]([C:14]1[CH:19]=[CH:18][CH:17]=[C:16]([C:20](=[N:48][C:47]2[CH:46]=[C:45]([C:57]3[CH:58]=[CH:59][CH:60]=[CH:61][CH:62]=3)[C:44]([O:43][CH2:23][CH2:24][CH2:25][CH2:26][CH2:27][CH2:28][CH2:29][CH2:30][CH2:31][CH2:32][CH2:33][CH2:34][CH2:35][CH2:36][CH2:37][CH2:38][CH2:39][CH2:40][CH2:41][CH3:42])=[C:50]([C:51]3[CH:56]=[CH:55][CH:54]=[CH:53][CH:52]=3)[CH:49]=2)[CH3:21])[N:15]=1)[CH3:13])([CH3:4])([CH3:2])[CH3:3], predict the reactants needed to synthesize it. The reactants are: [C:1]([C:5]1[CH:10]=[CH:9][CH:8]=[CH:7][C:6]=1[N:11]=[C:12]([C:14]1[CH:19]=[CH:18][CH:17]=[C:16]([C:20](=O)[CH3:21])[N:15]=1)[CH3:13])([CH3:4])([CH3:3])[CH3:2].[CH2:23]([O:43][C:44]1[C:50]([C:51]2[CH:56]=[CH:55][CH:54]=[CH:53][CH:52]=2)=[CH:49][C:47]([NH2:48])=[CH:46][C:45]=1[C:57]1[CH:62]=[CH:61][CH:60]=[CH:59][CH:58]=1)[CH2:24][CH2:25][CH2:26][CH2:27][CH2:28][CH2:29][CH2:30][CH2:31][CH2:32][CH2:33][CH2:34][CH2:35][CH2:36][CH2:37][CH2:38][CH2:39][CH2:40][CH2:41][CH3:42]. (7) Given the product [CH2:18]([O:10][C:9]1[C:2]([F:1])=[CH:3][C:4]([CH:5]=[O:6])=[CH:7][C:8]=1[F:11])[C:19]1[CH:24]=[CH:23][CH:22]=[CH:21][CH:20]=1, predict the reactants needed to synthesize it. The reactants are: [F:1][C:2]1[CH:3]=[C:4]([CH:7]=[C:8]([F:11])[C:9]=1[OH:10])[CH:5]=[O:6].C(=O)([O-])[O-].[K+].[K+].[CH2:18](Cl)[C:19]1[CH:24]=[CH:23][CH:22]=[CH:21][CH:20]=1. (8) Given the product [NH2:41][CH2:40][CH2:39][NH:24][C@H:23]([C:25]([O:27][CH2:28][CH3:29])=[O:26])[CH2:22][S:21][C:16]1[CH:15]=[N:14][C:13]([NH:12][S:9]([C:3]2[CH:4]=[CH:5][CH:6]=[C:7]([Cl:8])[C:2]=2[Cl:1])(=[O:10])=[O:11])=[C:18]([O:19][CH3:20])[N:17]=1, predict the reactants needed to synthesize it. The reactants are: [Cl:1][C:2]1[C:7]([Cl:8])=[CH:6][CH:5]=[CH:4][C:3]=1[S:9]([N:12](COCC[Si](C)(C)C)[C:13]1[N:14]=[CH:15][C:16]([S:21][CH2:22][C@@H:23]([C:25]([O:27][CH2:28][CH3:29])=[O:26])[NH2:24])=[N:17][C:18]=1[O:19][CH3:20])(=[O:11])=[O:10].O=[CH:39][CH2:40][NH:41]C(=O)OC(C)(C)C.C(O[BH-](OC(=O)C)OC(=O)C)(=O)C.[Na+].